From a dataset of Full USPTO retrosynthesis dataset with 1.9M reactions from patents (1976-2016). Predict the reactants needed to synthesize the given product. Given the product [CH2:36]([NH:15][CH2:30][CH3:31])[CH3:32].[CH2:27]([C:7]1[CH:8]=[C:9]([S:12]([NH:15][C:16]2[S:20][N:19]=[CH:18][N:17]=2)(=[O:14])=[O:13])[CH:10]=[CH:11][C:6]=1[O:5][C:4]1[CH:22]=[CH:23][C:24]([F:26])=[CH:25][C:3]=1[CH2:1][CH3:2])[CH3:28], predict the reactants needed to synthesize it. The reactants are: [CH2:1]([C:3]1[CH:25]=[C:24]([F:26])[CH:23]=[CH:22][C:4]=1[O:5][C:6]1[CH:11]=[CH:10][C:9]([S:12]([NH:15][C:16]2[S:20][N:19]=[CH:18][N:17]=2)(=[O:14])=[O:13])=[CH:8][C:7]=1I)[CH3:2].[CH2:27]([Zn][CH2:30][CH3:31])[CH3:28].[CH2:32]1[CH2:36]OCC1.